From a dataset of Full USPTO retrosynthesis dataset with 1.9M reactions from patents (1976-2016). Predict the reactants needed to synthesize the given product. (1) Given the product [I:15][C:11]1[C:4]2[C:3]([N:2]([CH3:12])[CH3:1])=[CH:8][CH:7]=[N:6][C:5]=2[NH:9][N:10]=1, predict the reactants needed to synthesize it. The reactants are: [CH3:1][N:2]([CH3:12])[C:3]1[C:4]2[CH:11]=[N:10][NH:9][C:5]=2[N:6]=[CH:7][CH:8]=1.[OH-].[K+].[I:15]I. (2) Given the product [CH2:11]([NH:14][C:15]([C:17]1[C:18]([C:22]2[NH:10][C:4]3[CH:3]=[C:2]([CH3:1])[C:7]([CH3:8])=[CH:6][C:5]=3[N:9]=2)=[N:19][NH:20][CH:21]=1)=[O:16])[CH2:12][CH3:13], predict the reactants needed to synthesize it. The reactants are: [CH3:1][C:2]1[CH:3]=[C:4]([NH2:10])[C:5]([NH2:9])=[CH:6][C:7]=1[CH3:8].[CH2:11]([NH:14][C:15]([C:17]1[C:18]([CH:22]=O)=[N:19][NH:20][CH:21]=1)=[O:16])[CH2:12][CH3:13].C(NC(C1C=NNC=1)=O)CC. (3) Given the product [CH3:32][C:29]1([CH3:31])[O:30][CH:10]([C:9](=[O:8])[CH2:33][CH2:34][CH2:35][CH2:36][CH2:37][CH2:38][CH3:39])[CH:11]([C:12]([OH:27])([C:23]([O:25][CH3:26])=[O:24])/[C:13](/[C:19]([O:21][CH3:22])=[O:20])=[CH:14]/[C:15]([O:17][CH3:18])=[O:16])[O:28]1, predict the reactants needed to synthesize it. The reactants are: [Si]([O:8][CH:9]([CH2:33][CH2:34][CH2:35][CH2:36][CH2:37][CH2:38][CH3:39])[CH:10]1[O:30][C:29]([CH3:32])([CH3:31])[O:28][CH:11]1[C:12]([OH:27])([C:23]([O:25][CH3:26])=[O:24])/[C:13](/[C:19]([O:21][CH3:22])=[O:20])=[CH:14]/[C:15]([O:17][CH3:18])=[O:16])(C(C)(C)C)(C)C.CCOC(C)=O.